From a dataset of Full USPTO retrosynthesis dataset with 1.9M reactions from patents (1976-2016). Predict the reactants needed to synthesize the given product. (1) The reactants are: [F:1][C:2]12[CH2:12][C:6]3([F:13])[CH2:7][C:8]([F:11])([CH2:10][C:4]([CH2:14][OH:15])([CH2:5]3)[CH2:3]1)[CH2:9]2.CC(C)([O-])C.[K+].[Cl:22][C:23]1[C:24](F)=[CH:25][C:26]([F:32])=[C:27]([CH:31]=1)[C:28]([OH:30])=[O:29]. Given the product [Cl:22][C:23]1[C:24]([O:15][CH2:14][C:4]23[CH2:10][C:8]4([F:11])[CH2:9][C:2]([F:1])([CH2:12][C:6]([F:13])([CH2:7]4)[CH2:5]2)[CH2:3]3)=[CH:25][C:26]([F:32])=[C:27]([CH:31]=1)[C:28]([OH:30])=[O:29], predict the reactants needed to synthesize it. (2) Given the product [C:23]([N:20]1[CH2:21][CH2:22][CH:17]([N:15]2[CH:16]=[C:12]([C:5]3[CH:4]=[N:3][C:2]([NH2:1])=[C:7]4[O:8][C:9]([C:34]5[C:42]6[C:37](=[CH:38][C:39]([C:43]#[N:44])=[CH:40][CH:41]=6)[NH:36][CH:35]=5)=[CH:10][C:6]=34)[CH:13]=[N:14]2)[CH2:18][CH2:19]1)(=[O:25])[CH3:24], predict the reactants needed to synthesize it. The reactants are: [NH2:1][C:2]1[N:3]=[CH:4][C:5]([CH:12]2[CH2:16][N:15]([CH:17]3[CH2:22][CH2:21][N:20]([C:23](=[O:25])[CH3:24])[CH2:19][CH2:18]3)[N:14]=[CH:13]2)=[C:6]2[CH:10]=[C:9](Cl)[O:8][C:7]=12.CC1(C)C(C)(C)OB([C:34]2[C:42]3[C:37](=[CH:38][C:39]([C:43]#[N:44])=[CH:40][CH:41]=3)[NH:36][CH:35]=2)O1.